From a dataset of Catalyst prediction with 721,799 reactions and 888 catalyst types from USPTO. Predict which catalyst facilitates the given reaction. (1) Product: [F:20][C@@H:19]1[CH2:18][CH2:17][N:16]([C:21]([O:23][C:24]([CH3:26])([CH3:25])[CH3:27])=[O:22])[CH2:15][C@@H:14]1[NH:13][C:3]1[CH:2]=[CH:11][C:10]2[C:5](=[CH:6][CH:7]=[CH:8][CH:9]=2)[N:4]=1. The catalyst class is: 44. Reactant: C[C:2]1[C:3](Cl)=[N:4][C:5]2[C:10]([CH:11]=1)=[CH:9][CH:8]=[CH:7][CH:6]=2.[NH2:13][C@@H:14]1[C@H:19]([F:20])[CH2:18][CH2:17][N:16]([C:21]([O:23][C:24]([CH3:27])([CH3:26])[CH3:25])=[O:22])[CH2:15]1.P([O-])([O-])([O-])=O.[K+].[K+].[K+]. (2) Reactant: [Cl:1][C:2]1[CH:7]=[C:6]([CH3:8])[N:5]=[C:4]([NH2:9])[N:3]=1.CO.[I:12]N1C(=O)CCC1=O. Product: [Cl:1][C:2]1[C:7]([I:12])=[C:6]([CH3:8])[N:5]=[C:4]([NH2:9])[N:3]=1. The catalyst class is: 10. (3) Reactant: [Br:1][C:2]1[CH:11]=[C:10]2[C:5]([CH:6]=[N:7][C:8](I)=[N:9]2)=[CH:4][CH:3]=1.C1(P(C2C=CC=CC=2)C2C=CC=CC=2)C=CC=CC=1.C(O)=O. The catalyst class is: 416. Product: [Br:1][C:2]1[CH:11]=[C:10]2[C:5]([CH:6]=[N:7][CH:8]=[N:9]2)=[CH:4][CH:3]=1.